This data is from NCI-60 drug combinations with 297,098 pairs across 59 cell lines. The task is: Regression. Given two drug SMILES strings and cell line genomic features, predict the synergy score measuring deviation from expected non-interaction effect. (1) Drug 1: C1=CC(=C2C(=C1NCCNCCO)C(=O)C3=C(C=CC(=C3C2=O)O)O)NCCNCCO. Drug 2: CN(CCCl)CCCl.Cl. Cell line: BT-549. Synergy scores: CSS=40.0, Synergy_ZIP=-0.884, Synergy_Bliss=0.0879, Synergy_Loewe=-12.5, Synergy_HSA=1.29. (2) Drug 1: C1=C(C(=O)NC(=O)N1)N(CCCl)CCCl. Drug 2: C1=NC(=NC(=O)N1C2C(C(C(O2)CO)O)O)N. Cell line: SF-295. Synergy scores: CSS=43.6, Synergy_ZIP=0.344, Synergy_Bliss=0.115, Synergy_Loewe=0.450, Synergy_HSA=1.29.